The task is: Predict the reaction yield, written as a fraction of the theoretical maximum amount of product (1.0 means a 100% yield; for example, 0.34 means a 34% yield).. This data is from Reaction yield outcomes from USPTO patents with 853,638 reactions. (1) The reactants are [F:1][C:2]1[CH:3]=[N:4][CH:5]=[CH:6][C:7]=1[NH:8][C:9](=[O:17])OC1C=CC=CC=1.[F:18][C:19]([F:39])([F:38])[C:20]1[CH:21]=[C:22]([C:26]2[CH:27]=[CH:28][C:29]3[N:35]4[CH2:36][C@H:32]([CH2:33][CH2:34]4)[NH:31][C:30]=3[N:37]=2)[CH:23]=[CH:24][CH:25]=1. The catalyst is CN(C1C=CN=CC=1)C.C(#N)C. The product is [F:1][C:2]1[CH:3]=[N:4][CH:5]=[CH:6][C:7]=1[NH:8][C:9]([N:31]1[C@@H:32]2[CH2:36][N:35]([CH2:34][CH2:33]2)[C:29]2[CH:28]=[CH:27][C:26]([C:22]3[CH:23]=[CH:24][CH:25]=[C:20]([C:19]([F:18])([F:38])[F:39])[CH:21]=3)=[N:37][C:30]1=2)=[O:17]. The yield is 0.250. (2) The reactants are C([O:8][C:9]1[C:25]([O:26]CC2C=CC=CC=2)=[CH:24][CH:23]=[CH:22][C:10]=1[C:11]([NH:13][CH2:14][C:15]1[CH:20]=[CH:19][C:18]([F:21])=[CH:17][CH:16]=1)=[O:12])C1C=CC=CC=1.Cl. The catalyst is CC(O)=O. The product is [F:21][C:18]1[CH:17]=[CH:16][C:15]([CH2:14][NH:13][C:11](=[O:12])[C:10]2[CH:22]=[CH:23][CH:24]=[C:25]([OH:26])[C:9]=2[OH:8])=[CH:20][CH:19]=1. The yield is 0.850. (3) The reactants are [C:1]([O:4][C:5]1[CH:13]=[CH:12][C:11]([Cl:14])=[CH:10][C:6]=1[C:7]([OH:9])=O)(=[O:3])[CH3:2].[NH2:15][N:16]1[CH:21]=[CH:20][CH:19]=[CH:18][NH:17]1. No catalyst specified. The product is [C:1]([O:4][C:5]1[CH:13]=[CH:12][C:11]([Cl:14])=[CH:10][C:6]=1[C:7]([NH:15][N:16]1[CH:21]=[CH:20][CH:19]=[CH:18][NH:17]1)=[O:9])(=[O:3])[CH3:2]. The yield is 0.197. (4) The reactants are [Br:1][C:2]1[C:3]([O:19][CH3:20])=[CH:4][C:5]([Cl:18])=[C:6]([C:8]([C:10]2[CH:15]=[CH:14][C:13]([CH2:16][CH3:17])=[CH:12][CH:11]=2)=O)[CH:7]=1.C([SiH](CC)CC)C.CS(O)(=O)=O. The catalyst is FC(F)(F)C(O)=O. The product is [Br:1][C:2]1[CH:7]=[C:6]([CH2:8][C:10]2[CH:11]=[CH:12][C:13]([CH2:16][CH3:17])=[CH:14][CH:15]=2)[C:5]([Cl:18])=[CH:4][C:3]=1[O:19][CH3:20]. The yield is 0.880. (5) The reactants are [OH:1][CH2:2][C@@H:3]1[CH2:8][C@@H:7]2[C@@H:5]([CH2:6]2)[N:4]1[C:9]([O:11][C:12]([CH3:15])([CH3:14])[CH3:13])=[O:10].CC(OI1(OC(C)=O)(OC(C)=O)OC(=O)C2C=CC=CC1=2)=O.C([O-])(O)=O.[Na+].[O-]S([O-])(=S)=O.[Na+].[Na+]. The catalyst is C(Cl)Cl. The product is [CH:2]([C@@H:3]1[CH2:8][C@@H:7]2[C@@H:5]([CH2:6]2)[N:4]1[C:9]([O:11][C:12]([CH3:15])([CH3:14])[CH3:13])=[O:10])=[O:1]. The yield is 0.930. (6) The reactants are [CH3:1][NH:2][C@@H:3]1[CH2:8][CH2:7][C@H:6]([OH:9])[CH2:5][CH2:4]1.C([O-])(O)=O.[Na+].Cl[C:16]([O:18][CH2:19][C:20]1[CH:25]=[CH:24][CH:23]=[CH:22][CH:21]=1)=[O:17]. The catalyst is CCOC(C)=O. The product is [CH2:19]([O:18][C:16](=[O:17])[N:2]([C@H:3]1[CH2:8][CH2:7][C@@H:6]([OH:9])[CH2:5][CH2:4]1)[CH3:1])[C:20]1[CH:25]=[CH:24][CH:23]=[CH:22][CH:21]=1. The yield is 0.680. (7) The reactants are [Br:1][C:2]1[C:10]2[C:9]([Cl:11])=[N:8][CH:7]=[N:6][C:5]=2[NH:4][CH:3]=1.[H-].[Na+].[C:14]1([S:20](Cl)(=[O:22])=[O:21])[CH:19]=[CH:18][CH:17]=[CH:16][CH:15]=1.O. The catalyst is CN(C=O)C. The product is [C:14]1([S:20]([N:4]2[C:5]3[N:6]=[CH:7][N:8]=[C:9]([Cl:11])[C:10]=3[C:2]([Br:1])=[CH:3]2)(=[O:22])=[O:21])[CH:19]=[CH:18][CH:17]=[CH:16][CH:15]=1. The yield is 1.00.